Dataset: NCI-60 drug combinations with 297,098 pairs across 59 cell lines. Task: Regression. Given two drug SMILES strings and cell line genomic features, predict the synergy score measuring deviation from expected non-interaction effect. (1) Drug 1: CC(CN1CC(=O)NC(=O)C1)N2CC(=O)NC(=O)C2. Drug 2: CCC1(CC2CC(C3=C(CCN(C2)C1)C4=CC=CC=C4N3)(C5=C(C=C6C(=C5)C78CCN9C7C(C=CC9)(C(C(C8N6C=O)(C(=O)OC)O)OC(=O)C)CC)OC)C(=O)OC)O.OS(=O)(=O)O. Cell line: A498. Synergy scores: CSS=25.8, Synergy_ZIP=0.995, Synergy_Bliss=3.47, Synergy_Loewe=2.02, Synergy_HSA=1.99. (2) Drug 1: CC1=C(C=C(C=C1)NC2=NC=CC(=N2)N(C)C3=CC4=NN(C(=C4C=C3)C)C)S(=O)(=O)N.Cl. Drug 2: C1CN(CCN1C(=O)CCBr)C(=O)CCBr. Cell line: OVCAR-5. Synergy scores: CSS=4.74, Synergy_ZIP=-2.10, Synergy_Bliss=0.519, Synergy_Loewe=-5.25, Synergy_HSA=-1.39. (3) Synergy scores: CSS=35.8, Synergy_ZIP=-4.21, Synergy_Bliss=-4.72, Synergy_Loewe=-5.88, Synergy_HSA=3.34. Drug 2: C1CN1C2=NC(=NC(=N2)N3CC3)N4CC4. Cell line: HCC-2998. Drug 1: CC1=C2C(C(=O)C3(C(CC4C(C3C(C(C2(C)C)(CC1OC(=O)C(C(C5=CC=CC=C5)NC(=O)C6=CC=CC=C6)O)O)OC(=O)C7=CC=CC=C7)(CO4)OC(=O)C)O)C)OC(=O)C. (4) Drug 1: CC1=C(C=C(C=C1)C(=O)NC2=CC(=CC(=C2)C(F)(F)F)N3C=C(N=C3)C)NC4=NC=CC(=N4)C5=CN=CC=C5. Drug 2: CN(C(=O)NC(C=O)C(C(C(CO)O)O)O)N=O. Cell line: NCI-H322M. Synergy scores: CSS=5.24, Synergy_ZIP=4.58, Synergy_Bliss=8.46, Synergy_Loewe=2.67, Synergy_HSA=4.76. (5) Drug 1: CC1C(C(=O)NC(C(=O)N2CCCC2C(=O)N(CC(=O)N(C(C(=O)O1)C(C)C)C)C)C(C)C)NC(=O)C3=C4C(=C(C=C3)C)OC5=C(C(=O)C(=C(C5=N4)C(=O)NC6C(OC(=O)C(N(C(=O)CN(C(=O)C7CCCN7C(=O)C(NC6=O)C(C)C)C)C)C(C)C)C)N)C. Drug 2: C1CNP(=O)(OC1)N(CCCl)CCCl. Cell line: SF-539. Synergy scores: CSS=11.5, Synergy_ZIP=-4.68, Synergy_Bliss=0.866, Synergy_Loewe=-27.4, Synergy_HSA=-2.34. (6) Drug 1: COC1=C(C=C2C(=C1)N=CN=C2NC3=CC(=C(C=C3)F)Cl)OCCCN4CCOCC4. Drug 2: CC12CCC3C(C1CCC2OP(=O)(O)O)CCC4=C3C=CC(=C4)OC(=O)N(CCCl)CCCl.[Na+]. Cell line: SK-MEL-5. Synergy scores: CSS=-2.51, Synergy_ZIP=-9.43, Synergy_Bliss=-22.3, Synergy_Loewe=-53.1, Synergy_HSA=-22.1. (7) Drug 1: CC1CCC2CC(C(=CC=CC=CC(CC(C(=O)C(C(C(=CC(C(=O)CC(OC(=O)C3CCCCN3C(=O)C(=O)C1(O2)O)C(C)CC4CCC(C(C4)OC)OCCO)C)C)O)OC)C)C)C)OC. Drug 2: CS(=O)(=O)CCNCC1=CC=C(O1)C2=CC3=C(C=C2)N=CN=C3NC4=CC(=C(C=C4)OCC5=CC(=CC=C5)F)Cl. Cell line: M14. Synergy scores: CSS=8.43, Synergy_ZIP=2.18, Synergy_Bliss=7.13, Synergy_Loewe=2.42, Synergy_HSA=2.17. (8) Drug 1: CN1CCC(CC1)COC2=C(C=C3C(=C2)N=CN=C3NC4=C(C=C(C=C4)Br)F)OC. Drug 2: C1=CC=C(C=C1)NC(=O)CCCCCCC(=O)NO. Cell line: LOX IMVI. Synergy scores: CSS=11.3, Synergy_ZIP=-1.23, Synergy_Bliss=-3.32, Synergy_Loewe=-1.46, Synergy_HSA=-0.317.